From a dataset of Full USPTO retrosynthesis dataset with 1.9M reactions from patents (1976-2016). Predict the reactants needed to synthesize the given product. (1) The reactants are: [CH2:1]([C:8]1[CH:9]=[N:10][C:11]2[C:16]([C:17]=1[C:18]1[CH:19]=[C:20]([NH2:24])[CH:21]=[CH:22][CH:23]=1)=[CH:15][CH:14]=[CH:13][C:12]=2[C:25]([F:28])([F:27])[F:26])[C:2]1[CH:7]=[CH:6][CH:5]=[CH:4][CH:3]=1.[CH3:29][O:30][C:31]1[C:38]([O:39][CH3:40])=[CH:37][CH:36]=[CH:35][C:32]=1[CH:33]=O. Given the product [CH2:1]([C:8]1[CH:9]=[N:10][C:11]2[C:16]([C:17]=1[C:18]1[CH:19]=[C:20]([NH:24][CH2:33][C:32]3[CH:35]=[CH:36][CH:37]=[C:38]([O:39][CH3:40])[C:31]=3[O:30][CH3:29])[CH:21]=[CH:22][CH:23]=1)=[CH:15][CH:14]=[CH:13][C:12]=2[C:25]([F:28])([F:26])[F:27])[C:2]1[CH:3]=[CH:4][CH:5]=[CH:6][CH:7]=1, predict the reactants needed to synthesize it. (2) Given the product [Cl:8][C:4]1[C:3]([C:9]2[CH:14]=[CH:13][CH:12]=[C:11]([CH2:15][CH3:16])[CH:10]=2)=[C:2]([NH:23][CH2:22][CH2:21][CH2:20][CH2:19][O:18][CH3:17])[CH:7]=[CH:6][CH:5]=1, predict the reactants needed to synthesize it. The reactants are: Br[C:2]1[CH:7]=[CH:6][CH:5]=[C:4]([Cl:8])[C:3]=1[C:9]1[CH:14]=[CH:13][CH:12]=[C:11]([CH2:15][CH3:16])[CH:10]=1.[CH3:17][O:18][CH2:19][CH2:20][CH2:21][CH2:22][NH2:23].C1C=CC(P(C2C(C3C(P(C4C=CC=CC=4)C4C=CC=CC=4)=CC=C4C=3C=CC=C4)=C3C(C=CC=C3)=CC=2)C2C=CC=CC=2)=CC=1.CC([O-])(C)C.[K+]. (3) Given the product [C:2]([O:6][C:7](=[O:11])[CH2:8][CH2:9][NH:10][CH2:21][CH2:20][C:19]([O:23][C:24]([CH3:27])([CH3:26])[CH3:25])=[O:22])([CH3:5])([CH3:4])[CH3:3], predict the reactants needed to synthesize it. The reactants are: Cl.[C:2]([O:6][C:7](=[O:11])[CH2:8][CH2:9][NH2:10])([CH3:5])([CH3:4])[CH3:3].C(N(CC)CC)C.[C:19]([O:23][C:24]([CH3:27])([CH3:26])[CH3:25])(=[O:22])[CH:20]=[CH2:21]. (4) Given the product [O:1]1[CH2:6][CH2:5][CH:4]([CH:7]([OH:8])[CH3:9])[CH2:3][CH2:2]1, predict the reactants needed to synthesize it. The reactants are: [O:1]1[CH2:6][CH2:5][CH:4]([CH:7]=[O:8])[CH2:3][CH2:2]1.[CH3:9][Mg]Br.